This data is from Reaction yield outcomes from USPTO patents with 853,638 reactions. The task is: Predict the reaction yield, written as a fraction of the theoretical maximum amount of product (1.0 means a 100% yield; for example, 0.34 means a 34% yield). (1) The reactants are Br[C:2]1[N:3]=[C:4]2[C:10]([C:11](=[O:16])[C:12]([CH3:15])([CH3:14])[CH3:13])=[CH:9][N:8]([CH2:17][O:18][CH2:19][CH2:20][Si:21]([CH3:24])([CH3:23])[CH3:22])[C:5]2=[N:6][CH:7]=1.C(=O)([O-])[O-].[K+].[K+].N1CCC[C@H]1C(O)=O.[NH2:39][C:40]1[CH:45]=[CH:44][CH:43]=[CH:42][CH:41]=1. The catalyst is CS(C)=O.[Cu]I. The product is [CH3:13][C:12]([CH3:15])([CH3:14])[C:11]([C:10]1[C:4]2[C:5](=[N:6][CH:7]=[C:2]([NH:39][C:40]3[CH:45]=[CH:44][CH:43]=[CH:42][CH:41]=3)[N:3]=2)[N:8]([CH2:17][O:18][CH2:19][CH2:20][Si:21]([CH3:24])([CH3:23])[CH3:22])[CH:9]=1)=[O:16]. The yield is 0.480. (2) The reactants are Cl.[NH2:2][CH2:3][C:4]1[CH:13]=[CH:12][CH:11]=[C:10]2[C:5]=1[C:6](=[O:23])[N:7]([CH:15]1[CH2:20][CH2:19][C:18](=[O:21])[NH:17][C:16]1=[O:22])[C:8]([CH3:14])=[N:9]2.C(N(CC)CC)C.[Cl:31][C:32]1[CH:37]=[CH:36][C:35]([N:38]=[C:39]=[O:40])=[CH:34][CH:33]=1. The catalyst is C1COCC1. The product is [Cl:31][C:32]1[CH:37]=[CH:36][C:35]([NH:38][C:39]([NH:2][CH2:3][C:4]2[CH:13]=[CH:12][CH:11]=[C:10]3[C:5]=2[C:6](=[O:23])[N:7]([CH:15]2[CH2:20][CH2:19][C:18](=[O:21])[NH:17][C:16]2=[O:22])[C:8]([CH3:14])=[N:9]3)=[O:40])=[CH:34][CH:33]=1. The yield is 0.660. (3) No catalyst specified. The yield is 0.630. The reactants are ClC1C=CC([CH:8]2[S:14][CH2:13][CH2:12][NH:11][C:10]3[N:15](C)[N:16]=[C:17](C4N(CC5C=CC(OC)=CC=5)N=CC=4)[C:9]2=3)=C(C)C=1.COC1C=CC(CN2C(C(OCC)=O)=CC=N2)=CC=1.CNN.C(O)(=O)CS.ClC1C=CC(C=O)=C(C)C=1.FC(F)(F)C(O)=O.[OH-].[Na+]. The product is [NH:15]1[C:10]2[NH:11][CH2:12][CH2:13][S:14][CH2:8][C:9]=2[CH:17]=[N:16]1. (4) The reactants are [C:1]([C:4]1[CH:5]=[N:6][N:7]2[C:12]([C:13]3[CH:18]=[CH:17][C:16]([Cl:19])=[CH:15][CH:14]=3)=[C:11]([C:20]3[CH:25]=[CH:24][CH:23]=[CH:22][C:21]=3[Cl:26])[CH:10]=[N:9][C:8]=12)(O)=[O:2].Cl.[C:28]([C:30]1([NH2:36])[CH2:35][CH2:34][CH2:33][CH2:32][CH2:31]1)#[N:29].O.ON1C2C=CC=CC=2N=N1.Cl.CN(C)CCCN=C=NCC.C(=O)([O-])O.[Na+]. The catalyst is C(Cl)(Cl)Cl.CN(C)C=O.C(N(CC)CC)C.O. The product is [Cl:26][C:21]1[CH:22]=[CH:23][CH:24]=[CH:25][C:20]=1[C:11]1[CH:10]=[N:9][C:8]2[N:7]([N:6]=[CH:5][C:4]=2[C:1](=[O:2])[NH:36][C:30]2([C:28]#[N:29])[CH2:35][CH2:34][CH2:33][CH2:32][CH2:31]2)[C:12]=1[C:13]1[CH:14]=[CH:15][C:16]([Cl:19])=[CH:17][CH:18]=1. The yield is 0.210. (5) The reactants are [CH:1]1([N:7]([CH2:18][CH:19]2[CH2:21][CH2:20]2)[C:8]2[N:13]=[CH:12][N:11]=[C:10]([C:14]([O:16]C)=[O:15])[CH:9]=2)[CH2:6][CH2:5][CH2:4][CH2:3][CH2:2]1.O.[OH-].[Li+]. The catalyst is C1COCC1.CCO.O. The product is [CH:1]1([N:7]([CH2:18][CH:19]2[CH2:20][CH2:21]2)[C:8]2[N:13]=[CH:12][N:11]=[C:10]([C:14]([OH:16])=[O:15])[CH:9]=2)[CH2:2][CH2:3][CH2:4][CH2:5][CH2:6]1. The yield is 0.925. (6) The reactants are [N:1]1[CH:6]=[CH:5][CH:4]=[N:3][C:2]=1[C:7]1[CH:12]=[CH:11][C:10]([CH2:13][OH:14])=[CH:9][CH:8]=1.[H-].[Na+].[CH2:17]([O:19]C(OCC)CBr)[CH3:18].Cl.[OH-].[Na+]. The catalyst is CN(C=O)C.[I-].C([N+](CCCC)(CCCC)CCCC)CCC.C(O)C. The product is [N:1]1[CH:6]=[CH:5][CH:4]=[N:3][C:2]=1[C:7]1[CH:12]=[CH:11][C:10]([CH2:13][O:14][CH2:18][CH:17]=[O:19])=[CH:9][CH:8]=1. The yield is 0.120. (7) The reactants are C(=O)([O-])[O-].[K+].[K+].[NH:7]1[CH:11]=[C:10]([C:12]([O:14][CH2:15][CH3:16])=[O:13])[CH:9]=[N:8]1.Cl[CH:18]([F:20])[F:19].O. The catalyst is CN(C)C=O. The product is [F:19][CH:18]([F:20])[N:7]1[CH:11]=[C:10]([C:12]([O:14][CH2:15][CH3:16])=[O:13])[CH:9]=[N:8]1. The yield is 0.410. (8) The reactants are [F:1][C:2]1[C:7]([F:8])=[C:6]([CH2:9][O:10]C(=O)C2C=CC=CC=2)[CH:5]=[C:4]([F:19])[N:3]=1.C[O-].[Na+].[Cl-].[NH4+]. The catalyst is CO. The product is [F:1][C:2]1[C:7]([F:8])=[C:6]([CH2:9][OH:10])[CH:5]=[C:4]([F:19])[N:3]=1. The yield is 0.950. (9) The reactants are [F:1][C:2]([F:14])([F:13])[O:3][C:4]1[CH:5]=[C:6]([CH2:10][C:11]#[N:12])[CH:7]=[CH:8][CH:9]=1.CCN(C(C)C)C(C)C.CO[CH:26](OC)[N:27]([CH3:29])[CH3:28]. No catalyst specified. The product is [CH3:29][N:27]([CH3:28])[CH:26]=[C:10]([C:6]1[CH:7]=[CH:8][CH:9]=[C:4]([O:3][C:2]([F:1])([F:13])[F:14])[CH:5]=1)[C:11]#[N:12]. The yield is 0.720.